From a dataset of Full USPTO retrosynthesis dataset with 1.9M reactions from patents (1976-2016). Predict the reactants needed to synthesize the given product. (1) Given the product [C:1]([O:5][C:6](=[O:18])[NH:7][C:8]1[CH:13]=[CH:12][C:11]([C:24]2[CH:25]=[CH:26][C:21]([CH2:19][CH3:20])=[CH:22][CH:23]=2)=[CH:10][C:9]=1[N+:15]([O-:17])=[O:16])([CH3:4])([CH3:3])[CH3:2], predict the reactants needed to synthesize it. The reactants are: [C:1]([O:5][C:6](=[O:18])[NH:7][C:8]1[CH:13]=[CH:12][C:11](I)=[CH:10][C:9]=1[N+:15]([O-:17])=[O:16])([CH3:4])([CH3:3])[CH3:2].[CH2:19]([C:21]1[CH:26]=[CH:25][C:24](B(O)O)=[CH:23][CH:22]=1)[CH3:20]. (2) Given the product [Br:21][C:20]1[CH2:6][C:7]2([CH2:10][N:9]([C:11]([O:13][C:14]([CH3:17])([CH3:16])[CH3:15])=[O:12])[CH2:8]2)[O:18][N:19]=1, predict the reactants needed to synthesize it. The reactants are: C(=O)([O-])O.[Na+].[CH2:6]=[C:7]1[CH2:10][N:9]([C:11]([O:13][C:14]([CH3:17])([CH3:16])[CH3:15])=[O:12])[CH2:8]1.[OH:18][N:19]=[C:20](Br)[Br:21].C(OCC)(=O)C. (3) Given the product [C:1]([O-:7])(=[O:6])[CH2:2][C:3]([O-:5])=[O:4].[NH2:14][C:13]([NH2:15])=[NH2+:12].[NH2:14][C:13]([NH2:15])=[NH2+:12], predict the reactants needed to synthesize it. The reactants are: [C:1]([OH:7])(=[O:6])[CH2:2][C:3]([OH:5])=[O:4].C(=O)(O)O.[NH2:12][C:13]([NH2:15])=[NH:14].C(=O)=O. (4) Given the product [CH3:41][O:40][C:37]1[CH:36]=[CH:35][C:34]([CH2:33][N:8]([CH2:7][C:6]2[CH:5]=[CH:4][C:3]([O:2][CH3:1])=[CH:43][CH:42]=2)[C:9]2[C:10]([C:31]([NH2:32])=[O:44])=[N:11][C:12]([C:21]3[CH:26]=[CH:25][C:24](=[O:27])[N:23]([CH:28]([CH3:30])[CH3:29])[N:22]=3)=[C:13]([C:15]3[CH:16]=[CH:17][CH:18]=[CH:19][CH:20]=3)[N:14]=2)=[CH:39][CH:38]=1, predict the reactants needed to synthesize it. The reactants are: [CH3:1][O:2][C:3]1[CH:43]=[CH:42][C:6]([CH2:7][N:8]([CH2:33][C:34]2[CH:39]=[CH:38][C:37]([O:40][CH3:41])=[CH:36][CH:35]=2)[C:9]2[C:10]([C:31]#[N:32])=[N:11][C:12]([C:21]3[CH:26]=[CH:25][C:24](=[O:27])[N:23]([CH:28]([CH3:30])[CH3:29])[N:22]=3)=[C:13]([C:15]3[CH:20]=[CH:19][CH:18]=[CH:17][CH:16]=3)[N:14]=2)=[CH:5][CH:4]=1.[OH-:44].[Na+].